This data is from Buchwald-Hartwig C-N cross coupling reaction yields with 55,370 reactions. The task is: Predict the reaction yield, written as a fraction of the theoretical maximum amount of product (1.0 means a 100% yield; for example, 0.34 means a 34% yield). (1) The reactants are FC(F)(F)c1ccc(Br)cc1.Cc1ccc(N)cc1.O=S(=O)(O[Pd]1c2ccccc2-c2ccccc2N~1)C(F)(F)F.COc1ccc(OC)c(P(C(C)(C)C)C(C)(C)C)c1-c1c(C(C)C)cc(C(C)C)cc1C(C)C.CCN=P(N=P(N(C)C)(N(C)C)N(C)C)(N(C)C)N(C)C.COC(=O)c1cc(-c2ccco2)on1. No catalyst specified. The product is Cc1ccc(Nc2ccc(C(F)(F)F)cc2)cc1. The yield is 0.270. (2) The reactants are Clc1cccnc1.Cc1ccc(N)cc1.O=S(=O)(O[Pd]1c2ccccc2-c2ccccc2N~1)C(F)(F)F.COc1ccc(OC)c(P(C(C)(C)C)C(C)(C)C)c1-c1c(C(C)C)cc(C(C)C)cc1C(C)C.CN(C)C(=NC(C)(C)C)N(C)C.Cc1ccon1. No catalyst specified. The product is Cc1ccc(Nc2cccnc2)cc1. The yield is 0.139. (3) The reactants are Ic1ccccn1.Cc1ccc(N)cc1.O=S(=O)(O[Pd]1c2ccccc2-c2ccccc2N~1)C(F)(F)F.COc1ccc(OC)c(P(C(C)(C)C)C(C)(C)C)c1-c1c(C(C)C)cc(C(C)C)cc1C(C)C.CN1CCCN2CCCN=C12.COC(=O)c1ccno1. The yield is 0.878. The product is Cc1ccc(Nc2ccccn2)cc1. No catalyst specified. (4) No catalyst specified. The yield is 0.287. The product is Cc1ccc(Nc2ccc(C(F)(F)F)cc2)cc1. The reactants are FC(F)(F)c1ccc(Br)cc1.Cc1ccc(N)cc1.O=S(=O)(O[Pd]1c2ccccc2-c2ccccc2N~1)C(F)(F)F.COc1ccc(OC)c(P([C@]23C[C@H]4C[C@H](C[C@H](C4)C2)C3)[C@]23C[C@H]4C[C@H](C[C@H](C4)C2)C3)c1-c1c(C(C)C)cc(C(C)C)cc1C(C)C.CN(C)C(=NC(C)(C)C)N(C)C.COC(=O)c1cc(-c2cccs2)on1. (5) The reactants are COc1ccc(Br)cc1.Cc1ccc(N)cc1.O=S(=O)(O[Pd]1c2ccccc2-c2ccccc2N~1)C(F)(F)F.COc1ccc(OC)c(P(C(C)(C)C)C(C)(C)C)c1-c1c(C(C)C)cc(C(C)C)cc1C(C)C.CCN=P(N=P(N(C)C)(N(C)C)N(C)C)(N(C)C)N(C)C.COC(=O)c1ccno1. No catalyst specified. The product is COc1ccc(Nc2ccc(C)cc2)cc1. The yield is 0.0949. (6) The reactants are COc1ccc(Br)cc1.Cc1ccc(N)cc1.O=S(=O)(O[Pd]1c2ccccc2-c2ccccc2N~1)C(F)(F)F.CC(C)c1cc(C(C)C)c(-c2ccccc2P(C2CCCCC2)C2CCCCC2)c(C(C)C)c1.CN1CCCN2CCCN=C12.c1ccc(-c2ccno2)cc1. No catalyst specified. The product is COc1ccc(Nc2ccc(C)cc2)cc1. The yield is 0.0312. (7) The reactants are CCc1ccc(Br)cc1.Cc1ccc(N)cc1.O=S(=O)(O[Pd]1c2ccccc2-c2ccccc2N~1)C(F)(F)F.CC(C)c1cc(C(C)C)c(-c2ccccc2P(C2CCCCC2)C2CCCCC2)c(C(C)C)c1.CCN=P(N=P(N(C)C)(N(C)C)N(C)C)(N(C)C)N(C)C.c1ccc2nocc2c1. No catalyst specified. The product is CCc1ccc(Nc2ccc(C)cc2)cc1. The yield is 0.0888. (8) The yield is 0.00276. No catalyst specified. The product is COc1ccc(Nc2ccc(C)cc2)cc1. The reactants are COc1ccc(Cl)cc1.Cc1ccc(N)cc1.O=S(=O)(O[Pd]1c2ccccc2-c2ccccc2N~1)C(F)(F)F.CC(C)c1cc(C(C)C)c(-c2ccccc2P(C2CCCCC2)C2CCCCC2)c(C(C)C)c1.CN1CCCN2CCCN=C12.Cc1ccno1. (9) The reactants are Clc1ccccn1.Cc1ccc(N)cc1.O=S(=O)(O[Pd]1c2ccccc2-c2ccccc2N~1)C(F)(F)F.CC(C)c1cc(C(C)C)c(-c2ccccc2P(C2CCCCC2)C2CCCCC2)c(C(C)C)c1.CCN=P(N=P(N(C)C)(N(C)C)N(C)C)(N(C)C)N(C)C.CCOC(=O)c1cc(OC)no1. No catalyst specified. The product is Cc1ccc(Nc2ccccn2)cc1. The yield is 0.366. (10) The reactants are Brc1ccccn1.Cc1ccc(N)cc1.O=S(=O)(O[Pd]1c2ccccc2-c2ccccc2N~1)C(F)(F)F.COc1ccc(OC)c(P([C@]23C[C@H]4C[C@H](C[C@H](C4)C2)C3)[C@]23C[C@H]4C[C@H](C[C@H](C4)C2)C3)c1-c1c(C(C)C)cc(C(C)C)cc1C(C)C.CN(C)C(=NC(C)(C)C)N(C)C.c1ccc(-c2ccon2)cc1. No catalyst specified. The product is Cc1ccc(Nc2ccccn2)cc1. The yield is 0.667.